From a dataset of Forward reaction prediction with 1.9M reactions from USPTO patents (1976-2016). Predict the product of the given reaction. (1) Given the reactants NC1C=CNN=1.O/[CH:8]=[C:9]1\[C:10](=[O:18])[NH:11][C:12]2[C:17]\1=[CH:16][CH:15]=[CH:14][CH:13]=2.[CH3:19][O:20][C:21]1[CH:26]=[CH:25][CH:24]=[CH:23][C:22]=1[C:27]1[CH:28]=[C:29]([NH2:32])[NH:30][N:31]=1, predict the reaction product. The product is: [CH3:19][O:20][C:21]1[CH:26]=[CH:25][CH:24]=[CH:23][C:22]=1[C:27]1[CH:28]=[C:29]([NH:32][CH:8]=[C:9]2[C:17]3[C:12](=[CH:13][CH:14]=[CH:15][CH:16]=3)[NH:11][C:10]2=[O:18])[NH:30][N:31]=1. (2) Given the reactants Br[C:2]1[CH:3]=[C:4]([C:8]2([NH:11][C:12]3[N:17]=[C:16]([O:18][CH2:19][C:20]([F:23])([F:22])[F:21])[N:15]=[C:14]([NH:24][C:25]4[CH:37]=[CH:36][C:28]([C:29]([O:31][C:32]([CH3:35])([CH3:34])[CH3:33])=[O:30])=[CH:27][CH:26]=4)[N:13]=3)[CH2:10][CH2:9]2)[CH:5]=[CH:6][CH:7]=1.[NH2:38][CH2:39][CH2:40][CH2:41][CH2:42][NH:43][C:44](=[O:50])[O:45][C:46]([CH3:49])([CH3:48])[CH3:47].C(P(C(C)(C)C)C1C=CC=CC=1C1C=CC=CC=1)(C)(C)C.[O-]P([O-])([O-])=O.[K+].[K+].[K+], predict the reaction product. The product is: [C:46]([O:45][C:44]([NH:43][CH2:42][CH2:41][CH2:40][CH2:39][NH:38][C:2]1[CH:3]=[C:4]([C:8]2([NH:11][C:12]3[N:17]=[C:16]([O:18][CH2:19][C:20]([F:23])([F:22])[F:21])[N:15]=[C:14]([NH:24][C:25]4[CH:37]=[CH:36][C:28]([C:29]([O:31][C:32]([CH3:35])([CH3:34])[CH3:33])=[O:30])=[CH:27][CH:26]=4)[N:13]=3)[CH2:10][CH2:9]2)[CH:5]=[CH:6][CH:7]=1)=[O:50])([CH3:49])([CH3:48])[CH3:47]. (3) The product is: [CH:1]1[C:10]2[C:5](=[CH:6][CH:7]=[CH:8][CH:9]=2)[CH:4]=[CH:3][C:2]=1[C:11]([NH:13][C:14]1[CH:15]=[CH:16][C:17]([CH2:18][N:19]2[C:27]3[C:22](=[CH:23][CH:24]=[CH:25][CH:26]=3)[C:21]([CH2:28][C:29]([OH:31])=[O:30])=[N:20]2)=[CH:34][CH:35]=1)=[O:12]. Given the reactants [CH:1]1[C:10]2[C:5](=[CH:6][CH:7]=[CH:8][CH:9]=2)[CH:4]=[CH:3][C:2]=1[C:11]([NH:13][C:14]1[CH:35]=[CH:34][C:17]([CH2:18][N:19]2[C:27]3[C:22](=[CH:23][CH:24]=[CH:25][CH:26]=3)[C:21]([CH2:28][C:29]([O:31]CC)=[O:30])=[N:20]2)=[CH:16][CH:15]=1)=[O:12].O.[OH-].[Li+].O.Cl, predict the reaction product. (4) Given the reactants [Br:1][C:2]1[CH:7]=[CH:6][C:5]([C:8](=O)[CH:9]=[C:10]([C:15]2[CH:20]=[C:19]([Cl:21])[CH:18]=[C:17]([Cl:22])[CH:16]=2)[C:11]([F:14])([F:13])[F:12])=[CH:4][CH:3]=1.Cl.[NH2:25][OH:26].[OH-].[Na+].C(OCC)(=O)C, predict the reaction product. The product is: [Br:1][C:2]1[CH:7]=[CH:6][C:5]([C:8]2[CH2:9][C:10]([C:15]3[CH:20]=[C:19]([Cl:21])[CH:18]=[C:17]([Cl:22])[CH:16]=3)([C:11]([F:14])([F:13])[F:12])[O:26][N:25]=2)=[CH:4][CH:3]=1. (5) Given the reactants [CH2:1]([O:3][C:4]1[CH:5]=[C:6]([CH2:13][C:14]([NH2:16])=O)[CH:7]=[CH:8][C:9]=1[N+:10]([O-:12])=[O:11])[CH3:2].[CH:17](NC=O)(NC=O)[NH:18][CH:19]=[O:20].[OH-].[Na+].C, predict the reaction product. The product is: [CH2:1]([O:3][C:4]1[CH:5]=[C:6]([C:13]2[CH:17]=[N:18][C:19](=[O:20])[NH:16][CH:14]=2)[CH:7]=[CH:8][C:9]=1[N+:10]([O-:12])=[O:11])[CH3:2]. (6) Given the reactants [F:1][C:2]([F:15])([F:14])[C:3]1[CH:8]=[CH:7][C:6](B2OCCO2)=[CH:5][CH:4]=1.Br[C:17]1[CH:18]=[C:19]([CH:22]=[C:23]([O:25][CH3:26])[CH:24]=1)[C:20]#[N:21].C(=O)([O-])[O-].[K+].[K+].O, predict the reaction product. The product is: [CH3:26][O:25][C:23]1[CH:22]=[C:19]([C:20]#[N:21])[CH:18]=[C:17]([C:6]2[CH:5]=[CH:4][C:3]([C:2]([F:1])([F:14])[F:15])=[CH:8][CH:7]=2)[CH:24]=1. (7) Given the reactants [NH2:1][C:2]1[CH:7]=[CH:6][CH:5]=[CH:4][C:3]=1[CH:8]1[C:17]([CH3:19])([CH3:18])[CH2:16][C:15]2[C:10](=[CH:11][CH:12]=[C:13]([C:20]([O:22][CH3:23])=[O:21])[CH:14]=2)[NH:9]1.[F:24][C:25]1[CH:26]=[C:27]([S:31](Cl)(=[O:33])=[O:32])[CH:28]=[CH:29][CH:30]=1, predict the reaction product. The product is: [F:24][C:25]1[CH:26]=[C:27]([S:31]([NH:1][C:2]2[CH:7]=[CH:6][CH:5]=[CH:4][C:3]=2[CH:8]2[C:17]([CH3:18])([CH3:19])[CH2:16][C:15]3[C:10](=[CH:11][CH:12]=[C:13]([C:20]([O:22][CH3:23])=[O:21])[CH:14]=3)[NH:9]2)(=[O:33])=[O:32])[CH:28]=[CH:29][CH:30]=1. (8) Given the reactants C(OC([NH:8][C@@H:9]([CH3:12])[CH2:10][OH:11])=O)(C)(C)C.[Cl:13][C:14]1[CH:15]=[C:16]([CH:21]=[CH:22][C:23]=1O)[C:17]([O:19][CH3:20])=[O:18].C1C=CC(P(C2C=CC=CC=2)C2C=CC=CC=2)=CC=1.N(C(OC(C)C)=O)=NC(OC(C)C)=O, predict the reaction product. The product is: [Cl:13][C:14]1[CH:15]=[C:16]([CH:21]=[CH:22][C:23]=1[O:11][CH2:10][C@@H:9]([NH2:8])[CH3:12])[C:17]([O:19][CH3:20])=[O:18].